This data is from HIV replication inhibition screening data with 41,000+ compounds from the AIDS Antiviral Screen. The task is: Binary Classification. Given a drug SMILES string, predict its activity (active/inactive) in a high-throughput screening assay against a specified biological target. (1) The drug is O=C1N=NC(=O)N1c1ccccc1. The result is 0 (inactive). (2) The drug is COC(=O)C1C(=O)N(C)c2cc(C)c(C)cc2C1(C)C. The result is 0 (inactive).